Regression. Given two drug SMILES strings and cell line genomic features, predict the synergy score measuring deviation from expected non-interaction effect. From a dataset of NCI-60 drug combinations with 297,098 pairs across 59 cell lines. Drug 1: CCC1(CC2CC(C3=C(CCN(C2)C1)C4=CC=CC=C4N3)(C5=C(C=C6C(=C5)C78CCN9C7C(C=CC9)(C(C(C8N6C)(C(=O)OC)O)OC(=O)C)CC)OC)C(=O)OC)O.OS(=O)(=O)O. Drug 2: C1=CC=C(C(=C1)C(C2=CC=C(C=C2)Cl)C(Cl)Cl)Cl. Cell line: SN12C. Synergy scores: CSS=7.56, Synergy_ZIP=2.36, Synergy_Bliss=-3.74, Synergy_Loewe=-12.1, Synergy_HSA=-2.91.